From a dataset of Full USPTO retrosynthesis dataset with 1.9M reactions from patents (1976-2016). Predict the reactants needed to synthesize the given product. (1) Given the product [Cl:1][C:2]1[N:3]=[N:4][C:5]([N:12]([C:24](=[O:25])[C:23]2[CH:27]=[CH:28][CH:29]=[CH:30][C:22]=2[F:21])[NH2:13])=[CH:6][C:7]=1[Si:8]([CH3:9])([CH3:10])[CH3:11], predict the reactants needed to synthesize it. The reactants are: [Cl:1][C:2]1[N:3]=[N:4][C:5]([NH:12][NH2:13])=[CH:6][C:7]=1[Si:8]([CH3:11])([CH3:10])[CH3:9].C(N(CC)CC)C.[F:21][C:22]1[CH:30]=[CH:29][CH:28]=[CH:27][C:23]=1[C:24](Cl)=[O:25]. (2) Given the product [CH3:8][C:4]1[CH:5]=[CH:6][CH:7]=[C:2]([CH3:1])[C:3]=1[N:9]1[CH:13]=[CH:12][N:11]=[C:10]1[C:14]1[CH:15]=[CH:16][C:17]([I:20])=[CH:18][CH:19]=1, predict the reactants needed to synthesize it. The reactants are: [CH3:1][C:2]1[CH:7]=[CH:6][CH:5]=[C:4]([CH3:8])[C:3]=1[N:9]1[CH2:13][CH2:12][N:11]=[C:10]1[C:14]1[CH:19]=[CH:18][C:17]([I:20])=[CH:16][CH:15]=1.[O-][Mn](=O)(=O)=O.[K+]. (3) Given the product [C:33]([N:2]1[CH2:6][CH2:5][C@@H:4]([NH:7][C:8]([C:10]2[C:14]3[N:15]=[CH:16][N:17]=[C:18]([C:19]4[CH:24]=[C:23]([O:25][CH3:26])[C:22]([F:27])=[CH:21][C:20]=4[O:28][CH2:29][CH:30]4[CH2:31][CH2:32]4)[C:13]=3[NH:12][CH:11]=2)=[O:9])[CH2:3]1)(=[O:35])[CH3:34], predict the reactants needed to synthesize it. The reactants are: Cl.[NH:2]1[CH2:6][CH2:5][C@@H:4]([NH:7][C:8]([C:10]2[C:14]3[N:15]=[CH:16][N:17]=[C:18]([C:19]4[CH:24]=[C:23]([O:25][CH3:26])[C:22]([F:27])=[CH:21][C:20]=4[O:28][CH2:29][CH:30]4[CH2:32][CH2:31]4)[C:13]=3[NH:12][CH:11]=2)=[O:9])[CH2:3]1.[C:33](Cl)(=[O:35])[CH3:34]. (4) Given the product [S:1]([O-:5])(=[O:4])(=[O:3])[CH3:2].[F:17][CH2:16][CH2:15][CH2:14][CH2:13][CH2:12][CH2:11][CH2:10][CH2:9][CH2:8][CH2:7][CH2:6][P+:24]([C:25]1[CH:26]=[CH:27][CH:28]=[CH:29][CH:30]=1)([C:31]1[CH:36]=[CH:35][CH:34]=[CH:33][CH:32]=1)[C:18]1[CH:19]=[CH:20][CH:21]=[CH:22][CH:23]=1, predict the reactants needed to synthesize it. The reactants are: [S:1]([O:5][CH2:6][CH2:7][CH2:8][CH2:9][CH2:10][CH2:11][CH2:12][CH2:13][CH2:14][CH2:15][CH2:16][F:17])(=[O:4])(=[O:3])[CH3:2].[C:18]1([P:24]([C:31]2[CH:36]=[CH:35][CH:34]=[CH:33][CH:32]=2)[C:25]2[CH:30]=[CH:29][CH:28]=[CH:27][CH:26]=2)[CH:23]=[CH:22][CH:21]=[CH:20][CH:19]=1. (5) Given the product [F:1][C:2]1[CH:3]=[C:4]([NH:18][C:19](=[O:30])[CH2:20][C:21]([NH:23][C:24]2[CH:25]=[CH:26][CH:27]=[CH:28][CH:29]=2)=[O:22])[CH:5]=[CH:6][C:7]=1[O:8][C:9]1[CH:14]=[CH:13][N:12]=[C:11]2[CH:15]=[C:16]([C:48]3[N:49]=[CH:50][N:51]([CH3:53])[CH:52]=3)[S:17][C:10]=12, predict the reactants needed to synthesize it. The reactants are: [F:1][C:2]1[CH:3]=[C:4]([NH:18][C:19](=[O:30])[CH2:20][C:21]([NH:23][C:24]2[CH:29]=[CH:28][CH:27]=[CH:26][CH:25]=2)=[O:22])[CH:5]=[CH:6][C:7]=1[O:8][C:9]1[CH:14]=[CH:13][N:12]=[C:11]2[CH:15]=[CH:16][S:17][C:10]=12.FC1C=C(N)C=CC=1OC1C=CN=C2C=C([C:48]3[N:49]=[CH:50][N:51]([CH3:53])[CH:52]=3)SC=12. (6) Given the product [C:36]([N:1]1[CH2:6][CH2:5][CH:4]([S:7][C:8]2[N:13]=[C:12]([NH:14][C:15]3[S:16][C:17]([C:20]#[N:21])=[CH:18][N:19]=3)[CH:11]=[C:10]([N:22]3[CH2:23][CH2:24][N:25]([CH3:28])[CH2:26][CH2:27]3)[N:9]=2)[CH2:3][CH2:2]1)(=[O:39])[CH:37]=[CH2:38], predict the reactants needed to synthesize it. The reactants are: [NH:1]1[CH2:6][CH2:5][CH:4]([S:7][C:8]2[N:13]=[C:12]([NH:14][C:15]3[S:16][C:17]([C:20]#[N:21])=[CH:18][N:19]=3)[CH:11]=[C:10]([N:22]3[CH2:27][CH2:26][N:25]([CH3:28])[CH2:24][CH2:23]3)[N:9]=2)[CH2:3][CH2:2]1.C(N(CC)CC)C.[C:36](Cl)(=[O:39])[CH:37]=[CH2:38]. (7) Given the product [ClH:49].[C:24]([CH2:23][NH:22][C:21]([C:20]1[N:19]=[C:18]([C:27]([F:30])([F:29])[F:28])[N:15]2[CH2:16][CH2:17][N:12]([C:10](=[O:11])[CH2:9][C@H:8]([NH2:7])[CH2:31][C:32]3[CH:37]=[C:36]([F:38])[C:35]([F:39])=[CH:34][C:33]=3[F:40])[CH2:13][C:14]=12)=[O:26])#[N:25], predict the reactants needed to synthesize it. The reactants are: C(OC(=O)[NH:7][C@H:8]([CH2:31][C:32]1[CH:37]=[C:36]([F:38])[C:35]([F:39])=[CH:34][C:33]=1[F:40])[CH2:9][C:10]([N:12]1[CH2:17][CH2:16][N:15]2[C:18]([C:27]([F:30])([F:29])[F:28])=[N:19][C:20]([C:21](=[O:26])[NH:22][CH2:23][C:24]#[N:25])=[C:14]2[CH2:13]1)=[O:11])(C)(C)C.FC(F)(F)C(O)=O.[Cl:49]CCl. (8) The reactants are: S(Cl)([Cl:3])=O.[NH:5]1[C:9](=[O:10])[CH2:8][CH2:7][CH:6]1[C:11]([OH:13])=O.[CH3:14][NH:15][C:16]1[CH:21]=[CH:20][CH:19]=[C:18]([C:22]2[C:31]3[C:26](=[CH:27][C:28]([O:37][CH3:38])=[C:29]4[O:34][C:33]([CH3:36])([CH3:35])[CH2:32][C:30]4=3)[CH2:25][C:24]([CH3:40])([CH3:39])[N:23]=2)[CH:17]=1.C(N(CC)CC)C. Given the product [ClH:3].[CH3:14][N:15]([C:16]1[CH:21]=[CH:20][CH:19]=[C:18]([C:22]2[C:31]3[C:26](=[CH:27][C:28]([O:37][CH3:38])=[C:29]4[O:34][C:33]([CH3:35])([CH3:36])[CH2:32][C:30]4=3)[CH2:25][C:24]([CH3:40])([CH3:39])[N:23]=2)[CH:17]=1)[C:11]([CH:6]1[CH2:7][CH2:8][C:9](=[O:10])[NH:5]1)=[O:13], predict the reactants needed to synthesize it.